From a dataset of Cav3 T-type calcium channel HTS with 100,875 compounds. Binary Classification. Given a drug SMILES string, predict its activity (active/inactive) in a high-throughput screening assay against a specified biological target. (1) The compound is O(c1c(NC2=c3c(=NC2=O)cccc3)cc(OC)cc1)C. The result is 0 (inactive). (2) The drug is Brc1ccc(C2C(CCCO)C(OC(=C2)C(=O)Nc2ccccc2)OCC)cc1. The result is 0 (inactive). (3) The molecule is S(CC(=O)N1c2c(NC(=O)C1)cccc2)c1n(c2ccccc2)c(nn1)C. The result is 0 (inactive). (4) The drug is S(=O)(=O)(N(CC(=O)NCc1sccc1)CC)c1cc(ccc1)C(=O)C. The result is 0 (inactive).